From a dataset of Full USPTO retrosynthesis dataset with 1.9M reactions from patents (1976-2016). Predict the reactants needed to synthesize the given product. (1) Given the product [ClH:31].[O:1]1[CH2:6][CH2:5][N:4]([CH2:7][CH2:8][CH2:9][C:10]2[C:18]3[C:13](=[CH:14][CH:15]=[C:16]([NH:19][C:26]([C:22]4[S:21][CH:25]=[CH:24][CH:23]=4)=[NH:27])[CH:17]=3)[NH:12][CH:11]=2)[CH2:3][CH2:2]1, predict the reactants needed to synthesize it. The reactants are: [O:1]1[CH2:6][CH2:5][N:4]([CH2:7][CH2:8][CH2:9][C:10]2[C:18]3[C:13](=[CH:14][CH:15]=[C:16]([NH2:19])[CH:17]=3)[NH:12][CH:11]=2)[CH2:3][CH2:2]1.I.[S:21]1[CH:25]=[CH:24][CH:23]=[C:22]1[C:26](SC)=[NH:27].N.[Cl:31]CCl. (2) Given the product [CH3:1][O:2][C:3]1[CH:9]=[C:8]([C:10]2[CH:19]=[CH:18][C:17]3[C:12](=[CH:13][CH:14]=[C:15]([O:20][CH3:21])[CH:16]=3)[CH:11]=2)[CH:7]=[CH:6][C:4]=1[NH:5][C:22](=[O:24])[CH3:23], predict the reactants needed to synthesize it. The reactants are: [CH3:1][O:2][C:3]1[CH:9]=[C:8]([C:10]2[CH:19]=[CH:18][C:17]3[C:12](=[CH:13][CH:14]=[C:15]([O:20][CH3:21])[CH:16]=3)[CH:11]=2)[CH:7]=[CH:6][C:4]=1[NH2:5].[C:22](Cl)(=[O:24])[CH3:23].CN(C1C=CC=CN=1)C.C(=O)([O-])[O-].[Na+].[Na+]. (3) Given the product [CH3:28][O:29][C:30]1[CH:31]=[C:32]2[C:37](=[CH:38][C:39]=1[O:40][CH3:41])[N:36]=[CH:35][N:34]=[C:33]2[O:42][C:43]1[CH:44]=[C:45]([NH:46][C:13]([NH:12][C:10]2[N:9]([C:22]3[CH:23]=[CH:24][CH:25]=[CH:26][CH:27]=3)[N:8]=[C:7]([C:4]([O:3][CH2:1][CH3:2])([CH3:5])[CH3:6])[CH:11]=2)=[O:21])[CH:47]=[CH:48][CH:49]=1, predict the reactants needed to synthesize it. The reactants are: [CH2:1]([O:3][C:4]([C:7]1[CH:11]=[C:10]([NH:12][C:13](=[O:21])OC2C=CC=CC=2)[N:9]([C:22]2[CH:27]=[CH:26][CH:25]=[CH:24][CH:23]=2)[N:8]=1)([CH3:6])[CH3:5])[CH3:2].[CH3:28][O:29][C:30]1[CH:31]=[C:32]2[C:37](=[CH:38][C:39]=1[O:40][CH3:41])[N:36]=[CH:35][N:34]=[C:33]2[O:42][C:43]1[CH:44]=[C:45]([CH:47]=[CH:48][CH:49]=1)[NH2:46].C(N(CC)C(C)C)(C)C. (4) Given the product [CH:1]([C:4]1[C:13]2[O:12][CH2:11][CH2:10][O:9][C:8]=2[CH:7]=[CH:6][C:5]=1[OH:14])([CH3:3])[CH3:2], predict the reactants needed to synthesize it. The reactants are: [CH:1]([C:4]1[C:13]2[O:12][CH2:11][CH2:10][O:9][C:8]=2[CH:7]=[CH:6][C:5]=1[O:14]C)([CH3:3])[CH3:2].B(Br)(Br)Br. (5) Given the product [C:21]([O:20][C:19]([NH:18][CH2:17][CH2:16][CH2:15][CH2:14][O:12][C:4]1[CH:3]=[C:2]([F:1])[CH:11]=[CH:10][C:5]=1[C:6]([O:8][CH3:9])=[O:7])=[O:25])([CH3:24])([CH3:23])[CH3:22], predict the reactants needed to synthesize it. The reactants are: [F:1][C:2]1[CH:11]=[CH:10][C:5]([C:6]([O:8][CH3:9])=[O:7])=[C:4]([OH:12])[CH:3]=1.O[CH2:14][CH2:15][CH2:16][CH2:17][NH:18][C:19](=[O:25])[O:20][C:21]([CH3:24])([CH3:23])[CH3:22].C1(P(C2C=CC=CC=2)C2C=CC=CC=2)C=CC=CC=1.CC(OC(/N=N/C(OC(C)C)=O)=O)C. (6) Given the product [Br:22][C:23]1[C:24]([CH2:31][O:32][C:33]2[CH:38]=[CH:37][C:36]([Cl:39])=[C:35]([C:40]([F:42])([F:43])[F:41])[CH:34]=2)=[CH:25][C:26]2[N:27]([CH:1]=[N:30][N:29]=2)[CH:28]=1, predict the reactants needed to synthesize it. The reactants are: [C:1]12(COC3C(Br)=CN=C(NN)C=3)CC3CC(CC(C3)C1)C2.[Br:22][C:23]1[C:24]([CH2:31][O:32][C:33]2[CH:38]=[CH:37][C:36]([Cl:39])=[C:35]([C:40]([F:43])([F:42])[F:41])[CH:34]=2)=[CH:25][C:26]([NH:29][NH2:30])=[N:27][CH:28]=1. (7) Given the product [N:1]1[N:2]([CH2:10][CH2:11][C:12]#[C:13][C:14]2[N:19]=[C:18]([NH:20][CH:21]=[O:22])[CH:17]=[CH:16][CH:15]=2)[N:3]=[C:4]2[CH:9]=[CH:8][CH:7]=[CH:6][C:5]=12, predict the reactants needed to synthesize it. The reactants are: [N:1]1[N:2]([CH2:10][CH2:11][C:12]#[C:13][C:14]2[N:19]=[C:18]([NH2:20])[CH:17]=[CH:16][CH:15]=2)[N:3]=[C:4]2[CH:9]=[CH:8][CH:7]=[CH:6][C:5]=12.[CH:21](O)=[O:22]. (8) Given the product [CH2:2]1[O:3][C:4]2([CH2:5][CH2:6][CH:7]([C:10]3[CH:11]=[N:12][CH:13]=[CH:14][CH:15]=3)[CH2:8][CH2:9]2)[O:16][CH2:1]1, predict the reactants needed to synthesize it. The reactants are: [CH2:1]1[O:16][C:4]2([CH2:9][CH2:8][C:7]([C:10]3[CH:11]=[N:12][CH:13]=[CH:14][CH:15]=3)=[CH:6][CH2:5]2)[O:3][CH2:2]1. (9) Given the product [CH2:7]([O:14][CH2:15][CH2:16][CH:17]1[CH2:18][CH2:19][N:20]([C:23]2[CH:24]=[N:25][CH:26]=[C:27]([O:29][CH2:30][C@@H:31]3[CH2:35][CH2:34][CH2:33][N:32]3[CH3:43])[CH:28]=2)[CH2:21][CH2:22]1)[C:8]1[CH:9]=[CH:10][CH:11]=[CH:12][CH:13]=1, predict the reactants needed to synthesize it. The reactants are: [H-].[Al+3].[Li+].[H-].[H-].[H-].[CH2:7]([O:14][CH2:15][CH2:16][CH:17]1[CH2:22][CH2:21][N:20]([C:23]2[CH:24]=[N:25][CH:26]=[C:27]([O:29][CH2:30][C@@H:31]3[CH2:35][CH2:34][CH2:33][NH:32]3)[CH:28]=2)[CH2:19][CH2:18]1)[C:8]1[CH:13]=[CH:12][CH:11]=[CH:10][CH:9]=1.[O-]S([O-])(=O)=O.[Na+].[Na+].[CH3:43]COCC. (10) Given the product [Cl:1][C:2]1[CH:10]=[C:9]([C:36]#[C:35][CH2:34][O:33][CH3:32])[C:5]2[O:6][CH2:7][O:8][C:4]=2[C:3]=1[NH:12][C:13]1[C:22]2[C:17](=[CH:18][C:19]([O:27][CH2:28][CH2:29][CH2:30][Cl:31])=[CH:20][C:21]=2[O:23][CH:24]([CH3:26])[CH3:25])[N:16]=[CH:15][N:14]=1, predict the reactants needed to synthesize it. The reactants are: [Cl:1][C:2]1[CH:10]=[C:9](I)[C:5]2[O:6][CH2:7][O:8][C:4]=2[C:3]=1[NH:12][C:13]1[C:22]2[C:17](=[CH:18][C:19]([O:27][CH2:28][CH2:29][CH2:30][Cl:31])=[CH:20][C:21]=2[O:23][CH:24]([CH3:26])[CH3:25])[N:16]=[CH:15][N:14]=1.[CH3:32][O:33][CH2:34][C:35]#[CH:36].C(NC(C)C)(C)C.